This data is from Catalyst prediction with 721,799 reactions and 888 catalyst types from USPTO. The task is: Predict which catalyst facilitates the given reaction. (1) Reactant: [CH3:1][O:2][C:3]1[CH:4]=[C:5]([CH:29]=[C:30]([O:32][CH3:33])[CH:31]=1)[CH2:6][N:7]1[CH2:12][CH2:11][CH:10]([N:13]([CH3:28])[C:14]([N:16]2[CH:20]=[C:19]([C:21]3[CH:26]=[CH:25][C:24]([OH:27])=[CH:23][CH:22]=3)[N:18]=[CH:17]2)=[O:15])[CH2:9][CH2:8]1.[S:34](Cl)(=[O:37])(=[O:36])[NH2:35]. Product: [S:34](=[O:37])(=[O:36])([O:27][C:24]1[CH:25]=[CH:26][C:21]([C:19]2[N:18]=[CH:17][N:16]([C:14](=[O:15])[N:13]([CH:10]3[CH2:11][CH2:12][N:7]([CH2:6][C:5]4[CH:4]=[C:3]([O:2][CH3:1])[CH:31]=[C:30]([O:32][CH3:33])[CH:29]=4)[CH2:8][CH2:9]3)[CH3:28])[CH:20]=2)=[CH:22][CH:23]=1)[NH2:35]. The catalyst class is: 80. (2) Reactant: [C:1]([O:5][C:6](=[O:32])[C:7]([CH3:31])([S:9][C:10]1[S:11][CH:12]=[C:13]([CH2:15][CH2:16][NH:17][C:18]([C:20]2[CH:21]=[N:22][N:23]([C:25]3[CH:30]=[CH:29][CH:28]=[CH:27][CH:26]=3)[CH:24]=2)=O)[N:14]=1)[CH3:8])([CH3:4])([CH3:3])[CH3:2].CO. Product: [C:1]([O:5][C:6](=[O:32])[C:7]([CH3:8])([S:9][C:10]1[S:11][CH:12]=[C:13]([CH2:15][CH2:16][NH:17][CH2:18][C:20]2[CH:21]=[N:22][N:23]([C:25]3[CH:30]=[CH:29][CH:28]=[CH:27][CH:26]=3)[CH:24]=2)[N:14]=1)[CH3:31])([CH3:2])([CH3:3])[CH3:4]. The catalyst class is: 7. (3) Reactant: [NH:1]1[CH2:6][CH2:5][O:4][CH2:3][CH2:2]1.C(=O)([O-])[O-].[K+].[K+].[CH2:13](Br)[C:14]#[CH:15]. Product: [CH2:15]([N:1]1[CH2:6][CH2:5][O:4][CH2:3][CH2:2]1)[C:14]#[CH:13]. The catalyst class is: 5. (4) Reactant: [C:1]([O:5][C:6]([NH:8][C@@H:9]([C:19](=[O:42])[CH2:20][CH2:21][NH:22][C:23]1[CH:28]=[CH:27][N:26]=[C:25]([C:29]2[O:33][N:32]=[C:31]([C:34]3[C:39]([Cl:40])=[CH:38][CH:37]=[CH:36][C:35]=3[Cl:41])[CH:30]=2)[CH:24]=1)[CH2:10][CH2:11][C:12]([O:14][C:15]([CH3:18])([CH3:17])[CH3:16])=[O:13])=[O:7])([CH3:4])([CH3:3])[CH3:2].C(N(CC)CC)C.[Cl:50][CH:51]([Cl:55])[C:52](Cl)=[O:53]. Product: [C:1]([O:5][C:6]([NH:8][C@@H:9]([C:19](=[O:42])[CH2:20][CH2:21][N:22]([C:23]1[CH:28]=[CH:27][N:26]=[C:25]([C:29]2[O:33][N:32]=[C:31]([C:34]3[C:39]([Cl:40])=[CH:38][CH:37]=[CH:36][C:35]=3[Cl:41])[CH:30]=2)[CH:24]=1)[C:52](=[O:53])[CH:51]([Cl:55])[Cl:50])[CH2:10][CH2:11][C:12]([O:14][C:15]([CH3:18])([CH3:17])[CH3:16])=[O:13])=[O:7])([CH3:2])([CH3:3])[CH3:4]. The catalyst class is: 4. (5) Reactant: [OH:1][C:2]12[CH2:8][N:5]([CH2:6][CH2:7]1)[CH2:4][CH2:3]2.[Li+].CC([N-]C(C)C)C.[CH2:17]([N:24]([C:28]1[CH:33]=[CH:32][CH:31]=[CH:30][CH:29]=1)[C:25](Cl)=[O:26])[C:18]1[CH:23]=[CH:22][CH:21]=[CH:20][CH:19]=1. Product: [N:5]12[CH2:8][C:2]([O:1][C:25](=[O:26])[N:24]([CH2:17][C:18]3[CH:23]=[CH:22][CH:21]=[CH:20][CH:19]=3)[C:28]3[CH:33]=[CH:32][CH:31]=[CH:30][CH:29]=3)([CH2:7][CH2:6]1)[CH2:3][CH2:4]2. The catalyst class is: 1. (6) Product: [CH2:1]([N:8]1[CH2:14][CH:13]2[N:15]([CH2:27][CH2:28][CH2:29][NH:30][C:31]3[CH:36]=[CH:35][C:34]([C:37]#[N:38])=[CH:33][CH:32]=3)[CH:10]([CH2:11][CH2:12]2)[CH2:9]1)[C:2]1[CH:3]=[CH:4][CH:5]=[CH:6][CH:7]=1. The catalyst class is: 18. Reactant: [CH2:1]([N:8]1[CH2:14][CH:13]2[NH:15][CH:10]([CH2:11][CH2:12]2)[CH2:9]1)[C:2]1[CH:7]=[CH:6][CH:5]=[CH:4][CH:3]=1.CC1C=CC(S(O[CH2:27][CH2:28][CH2:29][NH:30][C:31]2[CH:36]=[CH:35][C:34]([C:37]#[N:38])=[CH:33][CH:32]=2)(=O)=O)=CC=1.C(=O)([O-])[O-].[K+].[K+].C(Cl)Cl. (7) Reactant: C(OC(=O)[NH:7][C:8]1[CH:13]=[CH:12][C:11]([C:14]2[CH:19]=[CH:18][C:17]([F:20])=[CH:16][C:15]=2[CH3:21])=[CH:10][C:9]=1[NH:22][C:23](=[O:38])[CH2:24][C:25]([C:27]1[CH:32]=[CH:31][CH:30]=[C:29]([N:33]2[CH:37]=[CH:36][N:35]=[CH:34]2)[CH:28]=1)=O)(C)(C)C.C(O)(C(F)(F)F)=O. Product: [F:20][C:17]1[CH:18]=[CH:19][C:14]([C:11]2[CH:12]=[CH:13][C:8]3[N:7]=[C:25]([C:27]4[CH:32]=[CH:31][CH:30]=[C:29]([N:33]5[CH:37]=[CH:36][N:35]=[CH:34]5)[CH:28]=4)[CH2:24][C:23](=[O:38])[NH:22][C:9]=3[CH:10]=2)=[C:15]([CH3:21])[CH:16]=1. The catalyst class is: 2.